The task is: Predict the product of the given reaction.. This data is from Forward reaction prediction with 1.9M reactions from USPTO patents (1976-2016). Given the reactants [CH3:1][C:2]1[CH:7]=[CH:6][C:5]([C:8]([F:14])([F:13])[C:9]([F:12])([F:11])[F:10])=[CH:4][C:3]=1[N+:15]([O-:17])=[O:16].N1CCCC1.CO[CH:25](OC)[N:26]([CH3:28])[CH3:27], predict the reaction product. The product is: [CH3:25][N:26]([CH3:28])/[CH:27]=[CH:1]/[C:2]1[CH:7]=[CH:6][C:5]([C:8]([F:13])([F:14])[C:9]([F:12])([F:11])[F:10])=[CH:4][C:3]=1[N+:15]([O-:17])=[O:16].